Dataset: Forward reaction prediction with 1.9M reactions from USPTO patents (1976-2016). Task: Predict the product of the given reaction. (1) Given the reactants [CH3:1][N:2]1[CH:6]=[C:5]([C:7]2[C:11]([CH3:12])=[C:10]([NH:13][C:14](=O)[O:15]C3C=CC=CC=3)[N:9]([C:23]3[CH:28]=[CH:27][CH:26]=[CH:25][CH:24]=3)[N:8]=2)[CH:4]=[N:3]1.C1(C2C=CC(COC)=CC=2CN)CC1.[CH:43]1([C:47]2[CH:52]=[CH:51][C:50]([CH2:53][O:54][CH3:55])=[CH:49][C:48]=2[CH2:56][NH2:57])[CH2:46][CH2:45][CH2:44]1, predict the reaction product. The product is: [CH:43]1([C:47]2[CH:52]=[CH:51][C:50]([CH2:53][O:54][CH3:55])=[CH:49][C:48]=2[CH2:56][NH:57][C:14]([NH:13][C:10]2[N:9]([C:23]3[CH:24]=[CH:25][CH:26]=[CH:27][CH:28]=3)[N:8]=[C:7]([C:5]3[CH:4]=[N:3][N:2]([CH3:1])[CH:6]=3)[C:11]=2[CH3:12])=[O:15])[CH2:44][CH2:45][CH2:46]1. (2) Given the reactants [Cl:1][C:2]1[C:3]([F:28])=[C:4]([CH:8]2[C:12]([C:15]3[CH:20]=[CH:19][C:18]([Cl:21])=[CH:17][C:16]=3[F:22])([C:13]#[N:14])[CH:11]([CH2:23][C:24]([CH3:27])([CH3:26])[CH3:25])[CH2:10][NH:9]2)[CH:5]=[CH:6][CH:7]=1.[CH3:29][O:30][C:31](=[O:41])[C:32]1[CH:37]=[CH:36][C:35]([N:38]=[C:39]=[O:40])=[CH:34][CH:33]=1, predict the reaction product. The product is: [CH3:29][O:30][C:31](=[O:41])[C:32]1[CH:33]=[CH:34][C:35]([NH:38][C:39]([N:9]2[CH2:10][C@@H:11]([CH2:23][C:24]([CH3:25])([CH3:27])[CH3:26])[C@@:12]([C:15]3[CH:20]=[CH:19][C:18]([Cl:21])=[CH:17][C:16]=3[F:22])([C:13]#[N:14])[C@H:8]2[C:4]2[CH:5]=[CH:6][CH:7]=[C:2]([Cl:1])[C:3]=2[F:28])=[O:40])=[CH:36][CH:37]=1. (3) Given the reactants [Cl:1][C:2]1[CH:3]=[C:4]([NH:9][C:10]2[N:14](CC3C=CC(OC)=CC=3)[N:13]=[C:12]([N:24]([CH3:26])[CH3:25])[N:11]=2)[CH:5]=[C:6]([Cl:8])[CH:7]=1.C(O)(C(F)(F)F)=O, predict the reaction product. The product is: [Cl:1][C:2]1[CH:3]=[C:4]([NH:9][C:10]2[N:11]=[C:12]([N:24]([CH3:26])[CH3:25])[NH:13][N:14]=2)[CH:5]=[C:6]([Cl:8])[CH:7]=1. (4) Given the reactants C([O:3][C:4](=[O:38])[CH2:5][C@@H:6]([N:13]1[C:21](=[O:22])[N:20]([CH2:23][C:24]2[C:32]3[C:27](=[CH:28][CH:29]=[CH:30][C:31]=3[CH3:33])[N:26]([CH3:34])[CH:25]=2)[C:19]2[C:14]1=[N:15][C:16]([CH:35]1[CH2:37][CH2:36]1)=[N:17][CH:18]=2)[C:7]1[CH:12]=[CH:11][CH:10]=[CH:9][CH:8]=1)C.[Li+].[OH-].Cl, predict the reaction product. The product is: [CH:35]1([C:16]2[N:15]=[C:14]3[C:19]([N:20]([CH2:23][C:24]4[C:32]5[C:27](=[CH:28][CH:29]=[CH:30][C:31]=5[CH3:33])[N:26]([CH3:34])[CH:25]=4)[C:21](=[O:22])[N:13]3[C@@H:6]([C:7]3[CH:12]=[CH:11][CH:10]=[CH:9][CH:8]=3)[CH2:5][C:4]([OH:38])=[O:3])=[CH:18][N:17]=2)[CH2:36][CH2:37]1. (5) Given the reactants [Br:1][C:2]1[CH:7]=[C:6]([F:8])[CH:5]=[CH:4][C:3]=1[CH:9]1[C:14]([C:15]([O:17][CH2:18][CH3:19])=[O:16])=[C:13]([CH2:20]Br)[NH:12][C:11]([C:22]2[S:23][CH:24]=[C:25]([CH2:27][C:28]([NH:30][CH3:31])=[O:29])[N:26]=2)=[N:10]1.[NH:32]1[CH2:37][CH2:36][O:35][CH2:34][C@H:33]1[C:38]([OH:40])=[O:39], predict the reaction product. The product is: [Br:1][C:2]1[CH:7]=[C:6]([F:8])[CH:5]=[CH:4][C:3]=1[CH:9]1[N:10]=[C:11]([C:22]2[S:23][CH:24]=[C:25]([CH2:27][C:28]([NH:30][CH3:31])=[O:29])[N:26]=2)[NH:12][C:13]([CH2:20][N:32]2[CH2:37][CH2:36][O:35][CH2:34][C@H:33]2[C:38]([OH:40])=[O:39])=[C:14]1[C:15]([O:17][CH2:18][CH3:19])=[O:16]. (6) Given the reactants Br[CH2:2][CH2:3][O:4][C:5]1[CH:6]=[CH:7][C:8]([C:21]2[NH:30][C:29](=[O:31])[C:28]3[C:23](=[CH:24][C:25]([O:34][CH3:35])=[CH:26][C:27]=3[O:32][CH3:33])[N:22]=2)=[N:9][C:10]=1[C:11]1[CH:16]=[CH:15][CH:14]=[CH:13][C:12]=1[S:17]([CH3:20])(=[O:19])=[O:18].[CH:36]([NH2:39])([CH3:38])[CH3:37], predict the reaction product. The product is: [CH:36]([NH:39][CH2:2][CH2:3][O:4][C:5]1[CH:6]=[CH:7][C:8]([C:21]2[NH:30][C:29](=[O:31])[C:28]3[C:23](=[CH:24][C:25]([O:34][CH3:35])=[CH:26][C:27]=3[O:32][CH3:33])[N:22]=2)=[N:9][C:10]=1[C:11]1[CH:16]=[CH:15][CH:14]=[CH:13][C:12]=1[S:17]([CH3:20])(=[O:19])=[O:18])([CH3:38])[CH3:37]. (7) Given the reactants C([Li])(CC)C.CN(C)CCN(C)CCN(C)C.[C:18]([Si:22]([O:25][CH2:26][C:27]([C:30]1[CH:35]=[CH:34][CH:33]=[CH:32][C:31]=1[F:36])([CH3:29])[CH3:28])([CH3:24])[CH3:23])([CH3:21])([CH3:20])[CH3:19].CN([CH:40]=[O:41])C, predict the reaction product. The product is: [Si:22]([O:25][CH2:26][C:27]([C:30]1[C:31]([F:36])=[C:32]([CH:33]=[CH:34][CH:35]=1)[CH:40]=[O:41])([CH3:29])[CH3:28])([C:18]([CH3:19])([CH3:20])[CH3:21])([CH3:23])[CH3:24]. (8) Given the reactants [F:1][C:2]([F:6])([F:5])[CH2:3][NH2:4].C(N(CC)CC)C.[F:14][C:15]1[CH:20]=[C:19]([S:21][C:22]([F:25])([F:24])[F:23])[CH:18]=[CH:17][C:16]=1[N:26]([CH3:30])[C:27](Cl)=[O:28], predict the reaction product. The product is: [F:14][C:15]1[CH:20]=[C:19]([S:21][C:22]([F:25])([F:24])[F:23])[CH:18]=[CH:17][C:16]=1[N:26]([CH3:30])[C:27]([NH:4][CH2:3][C:2]([F:6])([F:5])[F:1])=[O:28]. (9) Given the reactants CO.[F:3][C:4]1[CH:5]=[C:6]([C:27]2[C:28]([CH3:42])=[CH:29][C:30]([O:33][CH2:34][C:35]([CH3:41])([CH3:40])[C:36]([O:38]C)=[O:37])=[N:31][CH:32]=2)[CH:7]=[CH:8][C:9]=1[C:10]1[N:11]([CH2:19][O:20][CH2:21][CH2:22][Si:23]([CH3:26])([CH3:25])[CH3:24])[CH:12]=[C:13]([C:15]([F:18])([F:17])[F:16])[N:14]=1.[OH-].[Na+].Cl, predict the reaction product. The product is: [F:3][C:4]1[CH:5]=[C:6]([C:27]2[C:28]([CH3:42])=[CH:29][C:30]([O:33][CH2:34][C:35]([CH3:40])([CH3:41])[C:36]([OH:38])=[O:37])=[N:31][CH:32]=2)[CH:7]=[CH:8][C:9]=1[C:10]1[N:11]([CH2:19][O:20][CH2:21][CH2:22][Si:23]([CH3:24])([CH3:26])[CH3:25])[CH:12]=[C:13]([C:15]([F:18])([F:16])[F:17])[N:14]=1. (10) Given the reactants C(O[C:4]([C:6]1([CH2:19][CH2:20]OC)[CH2:11][CH2:10][N:9](C(OC(C)(C)C)=O)[CH2:8][CH2:7]1)=[O:5])C.[CH:23]1([C:26]2[CH:32]=[CH:31][C:29]([NH2:30])=[CH:28][CH:27]=2)[CH2:25][CH2:24]1.[Cl-].C[Al+]C.Cl, predict the reaction product. The product is: [CH:23]1([C:26]2[CH:32]=[CH:31][C:29]([N:30]3[CH2:20][CH2:19][C:6]4([CH2:7][CH2:8][NH:9][CH2:10][CH2:11]4)[C:4]3=[O:5])=[CH:28][CH:27]=2)[CH2:25][CH2:24]1.